Task: Predict the product of the given reaction.. Dataset: Forward reaction prediction with 1.9M reactions from USPTO patents (1976-2016) Given the reactants [NH2:1][C:2]1[N:7]=[C:6](SC)[C:5]([C:10]#[N:11])=[C:4]([C:12]2[CH:17]=[C:16]([O:18][CH3:19])[C:15]([O:20][CH3:21])=[C:14]([O:22][CH3:23])[CH:13]=2)[N:3]=1.[Na], predict the reaction product. The product is: [NH2:1][C:2]1[N:7]=[C:6]([O:18][CH:16]2[CH2:17][CH2:12][CH2:13][CH2:14][CH2:15]2)[C:5]([C:10]#[N:11])=[C:4]([C:12]2[CH:17]=[C:16]([O:18][CH3:19])[C:15]([O:20][CH3:21])=[C:14]([O:22][CH3:23])[CH:13]=2)[N:3]=1.